Dataset: Catalyst prediction with 721,799 reactions and 888 catalyst types from USPTO. Task: Predict which catalyst facilitates the given reaction. (1) The catalyst class is: 22. Product: [N:1]1[CH:6]=[CH:5][CH:4]=[C:3]([NH+:7]([O-:33])[C:8]([C:10]2[C:18]3[C:17]4[CH:19]=[CH:20][CH:21]=[CH:22][C:16]=4[O:15][C:14]=3[C:13]([O:23][CH3:24])=[CH:12][CH:11]=2)=[O:9])[CH:2]=1. Reactant: [N:1]1[CH:6]=[CH:5][CH:4]=[C:3]([NH:7][C:8]([C:10]2[C:18]3[C:17]4[CH:19]=[CH:20][CH:21]=[CH:22][C:16]=4[O:15][C:14]=3[C:13]([O:23][CH3:24])=[CH:12][CH:11]=2)=[O:9])[CH:2]=1.ClC1C=CC=C(C(OO)=[O:33])C=1. (2) Reactant: [NH2:1][CH2:2][CH2:3][O:4][C:5]1[N:14]=[C:13]([NH:15][CH:16]2[CH2:21][CH2:20][N:19]([C:22]([O:24][C:25]([CH3:28])([CH3:27])[CH3:26])=[O:23])[CH2:18][CH2:17]2)[C:12]2[C:7](=[CH:8][CH:9]=[C:10]([C:29]([C:38]3[CH:43]=[CH:42][C:41]([Cl:44])=[CH:40][CH:39]=3)([C:31]3[CH:36]=[CH:35][C:34]([Cl:37])=[CH:33][CH:32]=3)[OH:30])[CH:11]=2)[N:6]=1.C(N(CC)CC)C.[CH3:52][S:53](Cl)(=[O:55])=[O:54]. Product: [Cl:37][C:34]1[CH:33]=[CH:32][C:31]([C:29]([C:38]2[CH:43]=[CH:42][C:41]([Cl:44])=[CH:40][CH:39]=2)([OH:30])[C:10]2[CH:11]=[C:12]3[C:7](=[CH:8][CH:9]=2)[N:6]=[C:5]([O:4][CH2:3][CH2:2][NH:1][S:53]([CH3:52])(=[O:55])=[O:54])[N:14]=[C:13]3[NH:15][CH:16]2[CH2:17][CH2:18][N:19]([C:22]([O:24][C:25]([CH3:27])([CH3:28])[CH3:26])=[O:23])[CH2:20][CH2:21]2)=[CH:36][CH:35]=1. The catalyst class is: 4. (3) Reactant: [C:1]12[C:7](=[CH:8][CH:9]=[CH:10][CH:11]=1)[NH:6]C(=O)[O:4][C:2]2=O.[CH2:13]([CH2:15][NH2:16])[OH:14].Cl. Product: [NH2:6][C:7]1[CH:8]=[CH:9][CH:10]=[CH:11][C:1]=1[C:2]([NH:16][CH2:15][CH2:13][OH:14])=[O:4]. The catalyst class is: 6. (4) Reactant: [O:1]=[S:2]1(=[O:29])[C:11]2[C:10]([NH:12][C:13]3[CH:18]=[CH:17][C:16]([CH2:19][C:20]([OH:22])=O)=[CH:15][CH:14]=3)=[N:9][C:8]([C:23]3[CH:28]=[CH:27][CH:26]=[CH:25][CH:24]=3)=[N:7][C:6]=2[CH2:5][CH2:4][CH2:3]1.C(Cl)CCl.C1C=[CH:36][C:37]2N(O)N=[N:40][C:38]=2C=1.C(N)CC. Product: [O:1]=[S:2]1(=[O:29])[C:11]2[C:10]([NH:12][C:13]3[CH:14]=[CH:15][C:16]([CH2:19][C:20]([NH:40][CH2:38][CH2:37][CH3:36])=[O:22])=[CH:17][CH:18]=3)=[N:9][C:8]([C:23]3[CH:24]=[CH:25][CH:26]=[CH:27][CH:28]=3)=[N:7][C:6]=2[CH2:5][CH2:4][CH2:3]1. The catalyst class is: 39.